Dataset: Catalyst prediction with 721,799 reactions and 888 catalyst types from USPTO. Task: Predict which catalyst facilitates the given reaction. (1) Reactant: [Br:1][C:2]1[CH:3]=[C:4]2[C:9](=[CH:10][CH:11]=1)[O:8][CH:7]=[C:6]([CH:12]=O)[C:5]2=[O:14].[CH2:15]([O:17][C:18]([C:20]#[C:21][C:22]([O:24][CH2:25][CH3:26])=[O:23])=[O:19])[CH3:16].C1(P(C2C=CC=CC=2)C2C=CC=CC=2)C=CC=CC=1.[NH2:46][CH2:47][CH2:48][C:49]1[C:57]2[C:52](=[CH:53][CH:54]=[CH:55][CH:56]=2)[NH:51][CH:50]=1. Product: [CH2:25]([O:24][C:22]([C:21]1[C:20]2([C:18]([O:17][CH2:15][CH3:16])=[O:19])[N:46]([CH2:47][CH2:48][C:49]3[C:57]4[C:52](=[CH:53][CH:54]=[CH:55][CH:56]=4)[NH:51][C:50]=32)[CH:7]=[C:6]([C:5](=[O:14])[C:4]2[CH:3]=[C:2]([Br:1])[CH:11]=[CH:10][C:9]=2[OH:8])[CH:12]=1)=[O:23])[CH3:26]. The catalyst class is: 11. (2) Reactant: N#N.C([Li])(C)(C)C.Br[C:9]1[CH:14]=[CH:13][C:12]([O:15][CH:16]([CH3:18])[CH3:17])=[C:11]([O:19][CH3:20])[CH:10]=1.[C:21](=[O:23])=[O:22]. Product: [CH:16]([O:15][C:12]1[CH:13]=[CH:14][C:9]([C:21]([OH:23])=[O:22])=[CH:10][C:11]=1[O:19][CH3:20])([CH3:18])[CH3:17]. The catalyst class is: 20. (3) Reactant: [C:1]([C:3]1[CH:4]=[C:5]2[C:10](=[CH:11][C:12]=1[O:13][CH2:14][CH:15]1[CH2:20][CH2:19][N:18](OC(OC(C)(C)C)=O)[CH2:17][CH2:16]1)[N:9]=[CH:8][CH:7]=[C:6]2[O:29][C:30]1[CH:31]=[C:32]2[C:36](=[CH:37][CH:38]=1)[N:35]([C:39](=[O:43])[NH:40][CH2:41][CH3:42])[CH:34]=[CH:33]2)#[N:2].[Na].O. Product: [C:1]([C:3]1[CH:4]=[C:5]2[C:10](=[CH:11][C:12]=1[O:13][CH2:14][CH:15]1[CH2:20][CH2:19][NH:18][CH2:17][CH2:16]1)[N:9]=[CH:8][CH:7]=[C:6]2[O:29][C:30]1[CH:31]=[C:32]2[C:36](=[CH:37][CH:38]=1)[N:35]([C:39](=[O:43])[NH:40][CH2:41][CH3:42])[CH:34]=[CH:33]2)#[N:2]. The catalyst class is: 55. (4) The catalyst class is: 4. Product: [F:70][C:71]([F:76])([F:75])[C:72]([O-:74])=[O:73].[CH:1]1([C@H:7]2[C:47](=[O:48])[N:46]3[CH2:49][C@@H:43]([CH2:44][C@H:45]3[C:50](=[O:67])[NH:51][C@:52]3([C:57](=[O:66])[NH:58][S:59]([C:62]4([CH3:65])[CH2:63][CH2:64]4)(=[O:61])=[O:60])[CH2:54][C@H:53]3[CH:55]=[CH2:56])[O:42][C:19]3=[N:20][C:21]4[CH:22]=[CH:23][CH:24]=[CH:25][C:26]=4[C:27]([O:28][CH:29]4[CH2:30][CH2:31][NH2+:32][CH2:33][CH2:34]4)=[C:18]3[CH2:17][CH2:16][CH2:15][CH2:14][CH2:13][C@@H:12]3[CH2:68][C@H:11]3[O:10][C:9](=[O:69])[NH:8]2)[CH2:6][CH2:5][CH2:4][CH2:3][CH2:2]1. Reactant: [CH:1]1([C@H:7]2[C:47](=[O:48])[N:46]3[CH2:49][C@@H:43]([CH2:44][C@H:45]3[C:50](=[O:67])[NH:51][C@:52]3([C:57](=[O:66])[NH:58][S:59]([C:62]4([CH3:65])[CH2:64][CH2:63]4)(=[O:61])=[O:60])[CH2:54][C@H:53]3[CH:55]=[CH2:56])[O:42][C:19]3=[N:20][C:21]4[CH:22]=[CH:23][CH:24]=[CH:25][C:26]=4[C:27]([O:28][CH:29]4[CH2:34][CH2:33][N:32](C(OC(C)(C)C)=O)[CH2:31][CH2:30]4)=[C:18]3[CH2:17][CH2:16][CH2:15][CH2:14][CH2:13][C@@H:12]3[CH2:68][C@H:11]3[O:10][C:9](=[O:69])[NH:8]2)[CH2:6][CH2:5][CH2:4][CH2:3][CH2:2]1.[F:70][C:71]([F:76])([F:75])[C:72]([OH:74])=[O:73]. (5) Reactant: Cl[C:2]1[C:7]([C:8]([N:10]2[C@H:15]([CH3:16])[CH2:14][CH2:13][C@@H:12]([O:17][C:18]3[C:23]([CH3:24])=[C:22]([C:25]#[N:26])[CH:21]=[CH:20][N:19]=3)[CH2:11]2)=[O:9])=[CH:6][CH:5]=[C:4]([O:27][CH3:28])[N:3]=1.C(=O)([O-])[O-].[Cs+].[Cs+].[CH3:35][S-:36].[Na+]. Product: [CH3:28][O:27][C:4]1[N:3]=[C:2]([S:36][CH3:35])[C:7]([C:8]([N:10]2[C@H:15]([CH3:16])[CH2:14][CH2:13][C@@H:12]([O:17][C:18]3[C:23]([CH3:24])=[C:22]([C:25]#[N:26])[CH:21]=[CH:20][N:19]=3)[CH2:11]2)=[O:9])=[CH:6][CH:5]=1. The catalyst class is: 3. (6) Reactant: [OH:1][C:2]1[CH:14]=[CH:13][C:5]2[C:6]([CH2:9][C:10]([OH:12])=[O:11])=[CH:7][O:8][C:4]=2[CH:3]=1.[NH2:15][C@@H:16]([CH3:31])[C:17]([C:25]1[CH:30]=[CH:29][CH:28]=[CH:27][CH:26]=1)([C:19]1[CH:24]=[CH:23][CH:22]=[CH:21][CH:20]=1)[OH:18]. Product: [NH2:15][C@@H:16]([CH3:31])[C:17]([C:25]1[CH:30]=[CH:29][CH:28]=[CH:27][CH:26]=1)([C:19]1[CH:24]=[CH:23][CH:22]=[CH:21][CH:20]=1)[OH:18].[OH:1][C:2]1[CH:14]=[CH:13][C:5]2[C@H:6]([CH2:9][C:10]([OH:12])=[O:11])[CH2:7][O:8][C:4]=2[CH:3]=1. The catalyst class is: 5.